This data is from Catalyst prediction with 721,799 reactions and 888 catalyst types from USPTO. The task is: Predict which catalyst facilitates the given reaction. (1) Reactant: C[O-].[Na+].C([O:7][C:8]1[CH:13]=[CH:12][C:11]([F:14])=[CH:10][C:9]=1[O:15][CH2:16][C:17]1[CH:22]=[CH:21][CH:20]=[CH:19][CH:18]=1)(=O)C. Product: [CH2:16]([O:15][C:9]1[CH:10]=[C:11]([F:14])[CH:12]=[CH:13][C:8]=1[OH:7])[C:17]1[CH:18]=[CH:19][CH:20]=[CH:21][CH:22]=1. The catalyst class is: 5. (2) Reactant: C(OC(=O)[NH:7][C@H:8]([C:18]1[C:23]([C:24]2[CH:25]=[CH:26][C:27]([Cl:39])=[C:28]3[C:32]=2[N:31]([CH3:33])[N:30]=[C:29]3[NH:34][S:35]([CH3:38])(=[O:37])=[O:36])=[CH:22][C:21]([Br:40])=[CH:20][N:19]=1)[CH2:9][C:10]1[CH:15]=[C:14]([F:16])[CH:13]=[C:12]([F:17])[CH:11]=1)(C)(C)C.Cl. Product: [NH2:7][C@H:8]([C:18]1[C:23]([C:24]2[CH:25]=[CH:26][C:27]([Cl:39])=[C:28]3[C:32]=2[N:31]([CH3:33])[N:30]=[C:29]3[NH:34][S:35]([CH3:38])(=[O:36])=[O:37])=[CH:22][C:21]([Br:40])=[CH:20][N:19]=1)[CH2:9][C:10]1[CH:11]=[C:12]([F:17])[CH:13]=[C:14]([F:16])[CH:15]=1. The catalyst class is: 12. (3) The catalyst class is: 11. Reactant: [C:1]([O:7][CH2:8][CH3:9])(=[O:6])[CH2:2][C:3]([CH3:5])=[O:4].[CH3:10][O:11][C:12]1[CH:19]=[CH:18][C:15]([CH:16]=O)=[CH:14][CH:13]=1.N1CCCCC1.C(O)(=O)C. Product: [CH2:8]([O:7][C:1](=[O:6])[CH:2]([CH2:16][C:15]1[CH:18]=[CH:19][C:12]([O:11][CH3:10])=[CH:13][CH:14]=1)[C:3](=[O:4])[CH3:5])[CH3:9]. (4) Reactant: [C:1]([O:5][C:6]([N:8]1[CH2:13][CH2:12][CH:11]([C:14]([OH:16])=O)[CH2:10][CH2:9]1)=[O:7])([CH3:4])([CH3:3])[CH3:2].CN(C(ON1N=NC2C=CC=NC1=2)=[N+](C)C)C.F[P-](F)(F)(F)(F)F.[F:41][C:42]1[CH:50]=[CH:49][C:45]([C:46]([NH2:48])=[S:47])=[CH:44][CH:43]=1.CCN(C(C)C)C(C)C. Product: [F:41][C:42]1[CH:50]=[CH:49][C:45]([C:46]([NH:48][C:14]([CH:11]2[CH2:10][CH2:9][N:8]([C:6]([O:5][C:1]([CH3:2])([CH3:3])[CH3:4])=[O:7])[CH2:13][CH2:12]2)=[O:16])=[S:47])=[CH:44][CH:43]=1. The catalyst class is: 4. (5) Reactant: [NH2:1][C:2]1[CH:7]=[C:6]([N+:8]([O-:10])=[O:9])[CH:5]=[CH:4][C:3]=1[OH:11].O(CC)[C:13]([S-])=[S:14].[K+].Cl. Product: [N+:8]([C:6]1[CH:5]=[CH:4][C:3]2[O:11][C:13](=[S:14])[NH:1][C:2]=2[CH:7]=1)([O-:10])=[O:9]. The catalyst class is: 17. (6) Reactant: [Br:1][C:2]1[CH:7]=[C:6]([CH3:8])[CH:5]=[CH:4][N:3]=1.[Br:9]N1C(=O)CCC1=O.N(C(C)(C)C#N)=NC(C)(C)C#N. Product: [Br:1][C:2]1[CH:7]=[C:6]([CH2:8][Br:9])[CH:5]=[CH:4][N:3]=1. The catalyst class is: 53. (7) Reactant: Cl[CH2:2][C:3]([NH:5][C:6]1[CH:7]=[C:8]([CH:25]=[CH:26][C:27]=1[O:28][C:29]([F:32])([F:31])[F:30])[C:9]([NH:11][C:12]1[CH:13]=[N:14][C:15]([C:18]2[CH:23]=[CH:22][CH:21]=[CH:20][C:19]=2[F:24])=[CH:16][CH:17]=1)=[O:10])=[O:4].[NH:33]1[CH2:38][CH2:37][O:36][CH2:35][CH2:34]1.C(N(CC)CC)C.[I-].[K+]. Product: [F:24][C:19]1[CH:20]=[CH:21][CH:22]=[CH:23][C:18]=1[C:15]1[N:14]=[CH:13][C:12]([NH:11][C:9](=[O:10])[C:8]2[CH:25]=[CH:26][C:27]([O:28][C:29]([F:32])([F:31])[F:30])=[C:6]([NH:5][C:3](=[O:4])[CH2:2][N:33]3[CH2:38][CH2:37][O:36][CH2:35][CH2:34]3)[CH:7]=2)=[CH:17][CH:16]=1. The catalyst class is: 18. (8) Reactant: [F:1][C:2]1[CH:7]=[C:6]([S:8]([CH3:11])(=[O:10])=[O:9])[CH:5]=[CH:4][C:3]=1[NH:12][C@H:13]1[CH2:17][CH2:16][N:15]([CH:18]2[CH2:23][CH2:22][N:21]([C:24](=[NH:27])[NH:25][OH:26])[CH2:20][CH2:19]2)[C:14]1=[O:28].[F:29][CH:30]([F:39])[C:31](O[C:31](=O)[CH:30]([F:39])[F:29])=O. Product: [F:29][CH:30]([F:39])[C:31]1[O:26][N:25]=[C:24]([N:21]2[CH2:22][CH2:23][CH:18]([N:15]3[CH2:16][CH2:17][C@H:13]([NH:12][C:3]4[CH:4]=[CH:5][C:6]([S:8]([CH3:11])(=[O:10])=[O:9])=[CH:7][C:2]=4[F:1])[C:14]3=[O:28])[CH2:19][CH2:20]2)[N:27]=1. The catalyst class is: 12. (9) Reactant: C([O:3][C:4](=[O:34])[CH2:5][NH:6][C:7]([C:9]1[C:14](=[O:15])[N:13]([CH2:16][C:17]2[CH:22]=[CH:21][C:20]([C:23]([F:26])([F:25])[F:24])=[CH:19][C:18]=2[F:27])[C:12]([OH:28])=[C:11]([C:29]([O:31]C)=O)[C:10]=1[OH:33])=[O:8])C.[F:35][C:36]1[CH:41]=[C:40]([C:42]([F:45])([F:44])[F:43])[CH:39]=[CH:38][C:37]=1[CH2:46][N:47]1C(=O)C=C(O)C(C(OC)=O)=C1O.C(N(CC)C(C)C)(C)C.N(CC(OCC)=O)=C=O. Product: [F:27][C:18]1[CH:19]=[C:20]([C:23]([F:25])([F:26])[F:24])[CH:21]=[CH:22][C:17]=1[CH2:16][N:13]1[C:12]([OH:28])=[C:11]([C:29]([NH:47][CH2:46][C:37]2[CH:38]=[CH:39][C:40]([C:42]([F:43])([F:44])[F:45])=[CH:41][C:36]=2[F:35])=[O:31])[C:10]([OH:33])=[C:9]([C:7]([NH:6][CH2:5][C:4]([OH:3])=[O:34])=[O:8])[C:14]1=[O:15]. The catalyst class is: 22. (10) Reactant: [C:1]([C:3]1[CH:4]=[C:5]([C:9]([NH:11][CH2:12][C@H:13]2[C@H:19]([C:20]3[CH:25]=[CH:24][C:23]([Cl:26])=[C:22]([Cl:27])[CH:21]=3)[O:18][CH2:17][CH2:16][N:15]([C:28]([O:30][C:31]([CH3:34])([CH3:33])[CH3:32])=[O:29])[CH2:14]2)=[O:10])[CH:6]=[CH:7][CH:8]=1)#[N:2].[N-:35]=[N+:36]=[N-:37].[Na+].[Cl-].[NH4+]. Product: [Cl:27][C:22]1[CH:21]=[C:20]([C@@H:19]2[O:18][CH2:17][CH2:16][N:15]([C:28]([O:30][C:31]([CH3:34])([CH3:33])[CH3:32])=[O:29])[CH2:14][C@H:13]2[CH2:12][NH:11][C:9]([C:5]2[CH:6]=[CH:7][CH:8]=[C:3]([C:1]3[NH:37][N:36]=[N:35][N:2]=3)[CH:4]=2)=[O:10])[CH:25]=[CH:24][C:23]=1[Cl:26]. The catalyst class is: 39.